Task: Predict the product of the given reaction.. Dataset: Forward reaction prediction with 1.9M reactions from USPTO patents (1976-2016) (1) The product is: [CH2:10]([NH:9][C:7](=[O:8])[C:6]1[CH:22]=[CH:23][C:3]([CH2:2][NH:45][CH:43]([C:33]2[C:42]3[C:37](=[CH:38][CH:39]=[CH:40][CH:41]=3)[CH:36]=[CH:35][CH:34]=2)[CH3:44])=[CH:4][CH:5]=1)[CH2:11][CH2:12][CH2:13][CH2:14][CH2:15][CH2:16][CH2:17][CH2:18][CH2:19][CH2:20][CH3:21]. Given the reactants Cl[CH2:2][C:3]1[CH:23]=[CH:22][C:6]([C:7]([NH:9][CH2:10][CH2:11][CH2:12][CH2:13][CH2:14][CH2:15][CH2:16][CH2:17][CH2:18][CH2:19][CH2:20][CH3:21])=[O:8])=[CH:5][CH:4]=1.CCN(C(C)C)C(C)C.[C:33]1([CH:43]([NH2:45])[CH3:44])[C:42]2[C:37](=[CH:38][CH:39]=[CH:40][CH:41]=2)[CH:36]=[CH:35][CH:34]=1, predict the reaction product. (2) The product is: [ClH:30].[S:1]1[C:5]2[CH:6]=[CH:7][CH:8]=[C:9]([O:10][C:11]3[CH:16]=[CH:15][C:14]([NH:17][C:18]4[C:19]5[N:26]([CH2:27][CH2:28][O:29][C:31](=[O:33])[CH3:32])[CH:25]=[CH:24][C:20]=5[N:21]=[CH:22][N:23]=4)=[CH:13][C:12]=3[Cl:30])[C:4]=2[CH:3]=[N:2]1. Given the reactants [S:1]1[C:5]2[CH:6]=[CH:7][CH:8]=[C:9]([O:10][C:11]3[CH:16]=[CH:15][C:14]([NH:17][C:18]4[C:19]5[N:26]([CH2:27][CH2:28][OH:29])[CH:25]=[CH:24][C:20]=5[N:21]=[CH:22][N:23]=4)=[CH:13][C:12]=3[Cl:30])[C:4]=2[CH:3]=[N:2]1.[C:31](OC(=O)C)(=[O:33])[CH3:32].C(N(CC)CC)C.C(=O)([O-])O.[Na+], predict the reaction product. (3) Given the reactants [NH:1]1[C:5]2=[N:6][CH:7]=[CH:8][CH:9]=[C:4]2[C:3]([CH:10]=[C:11]2[O:15][C:14]([NH:16][C:17]3[CH:22]=[CH:21][C:20]([F:23])=[CH:19][CH:18]=3)=[C:13]([C:24]([O:26][CH3:27])=[O:25])[C:12]2=[O:28])=[CH:2]1.CN(C)[C:31](=[O:33])[CH3:32], predict the reaction product. The product is: [NH:1]1[C:5]2=[N:6][CH:7]=[CH:8][CH:9]=[C:4]2[C:3]([CH:10]=[C:11]2[O:15][C:14]([NH:16][C:17]3[CH:18]=[CH:19][C:20]([F:23])=[CH:21][CH:22]=3)=[C:13]([C:24]([O:26][CH2:27][CH2:32][CH2:31][OH:33])=[O:25])[C:12]2=[O:28])=[CH:2]1. (4) Given the reactants [CH:1]1([O:7][C:8]2[CH:13]=[CH:12][C:11]([C:14]3[C:15]([NH2:20])=[N:16][CH:17]=[CH:18][N:19]=3)=[CH:10][CH:9]=2)[CH2:6][CH2:5][CH2:4][CH2:3][CH2:2]1.[H-].[Na+].Cl[CH2:24][CH2:25][S:26](Cl)(=[O:28])=[O:27].O, predict the reaction product. The product is: [CH:1]1([O:7][C:8]2[CH:9]=[CH:10][C:11]([C:14]3[C:15]4=[N:20][S:26](=[O:28])(=[O:27])[CH2:25][CH2:24][N:16]4[CH:17]=[CH:18][N:19]=3)=[CH:12][CH:13]=2)[CH2:2][CH2:3][CH2:4][CH2:5][CH2:6]1. (5) Given the reactants [CH:1]1[C:13]2[CH:12]([CH2:14][O:15][C:16]([N:18]3[CH:23]4[CH2:24][N:25](C(OC(C)(C)C)=O)[CH2:26][CH:19]3[CH2:20][O:21][CH2:22]4)=[O:17])[C:11]3[C:6](=[CH:7][CH:8]=[CH:9][CH:10]=3)[C:5]=2[CH:4]=[CH:3][CH:2]=1.[ClH:34].CCOCC, predict the reaction product. The product is: [ClH:34].[CH:10]1[C:11]2[CH:12]([CH2:14][O:15][C:16]([N:18]3[CH:23]4[CH2:24][NH:25][CH2:26][CH:19]3[CH2:20][O:21][CH2:22]4)=[O:17])[C:13]3[C:5](=[CH:4][CH:3]=[CH:2][CH:1]=3)[C:6]=2[CH:7]=[CH:8][CH:9]=1.